Task: Predict the reactants needed to synthesize the given product.. Dataset: Full USPTO retrosynthesis dataset with 1.9M reactions from patents (1976-2016) (1) Given the product [C:1]([O:5][C:6]([N:8]1[CH:12]([C:13]2[CH:18]=[CH:17][C:16]([C:19](=[O:21])[NH:58][C:57]3[CH:59]=[CH:60][C:54]([Cl:53])=[CH:55][CH:56]=3)=[CH:15][CH:14]=2)[CH2:11][O:10][C:9]1([CH3:23])[CH3:22])=[O:7])([CH3:2])([CH3:3])[CH3:4], predict the reactants needed to synthesize it. The reactants are: [C:1]([O:5][C:6]([N:8]1[CH:12]([C:13]2[CH:18]=[CH:17][C:16]([C:19]([OH:21])=O)=[CH:15][CH:14]=2)[CH2:11][O:10][C:9]1([CH3:23])[CH3:22])=[O:7])([CH3:4])([CH3:3])[CH3:2].CN1CCOCC1.CN(C(ON1N=NC2C=CC=CC1=2)=[N+](C)C)C.[B-](F)(F)(F)F.[Cl:53][C:54]1[CH:60]=[CH:59][C:57]([NH2:58])=[CH:56][CH:55]=1. (2) Given the product [Cl:29][C:30]1[CH:35]=[C:34]([NH:36][CH2:5][C:7]2[C:12]([O:13][CH3:14])=[CH:11][C:10]([C:15]([F:16])([F:17])[F:18])=[CH:9][C:8]=2[C:19]2[CH:24]=[CH:23][C:22]([C:25]([O:27][CH3:28])=[O:26])=[CH:21][CH:20]=2)[CH:33]=[CH:32][C:31]=1[C:37]1[CH:42]=[CH:41][C:40]([Cl:43])=[CH:39][CH:38]=1, predict the reactants needed to synthesize it. The reactants are: ClCCCl.[CH:5]([C:7]1[C:12]([O:13][CH3:14])=[CH:11][C:10]([C:15]([F:18])([F:17])[F:16])=[CH:9][C:8]=1[C:19]1[CH:24]=[CH:23][C:22]([C:25]([O:27][CH3:28])=[O:26])=[CH:21][CH:20]=1)=O.[Cl:29][C:30]1[CH:35]=[C:34]([NH2:36])[CH:33]=[CH:32][C:31]=1[C:37]1[CH:42]=[CH:41][C:40]([Cl:43])=[CH:39][CH:38]=1. (3) Given the product [OH:14][CH2:13][C:3]1([C:1]#[N:2])[CH:4]2[CH2:12][CH:8]3[CH2:7][CH:6]([CH2:11][CH:10]1[CH2:9]3)[CH2:5]2, predict the reactants needed to synthesize it. The reactants are: [C:1]([C:3]1([C:13](OC)=[O:14])[CH:10]2[CH2:11][CH:6]3[CH2:7][CH:8]([CH2:12][CH:4]1[CH2:5]3)[CH2:9]2)#[N:2].CO.[BH4-].[Li+]. (4) Given the product [CH3:7][N:11]([CH3:16])/[CH:12]=[CH:2]/[C:1]([C:4]1[C:5]([F:25])=[CH:6][C:7]([N:11]2[CH2:16][C@@H:15]3[CH2:17][C@H:12]2[CH2:13][N:14]3[C:18]([O:20][C:21]([CH3:24])([CH3:23])[CH3:22])=[O:19])=[CH:8][C:9]=1[F:10])=[O:3], predict the reactants needed to synthesize it. The reactants are: [C:1]([C:4]1[C:9]([F:10])=[CH:8][C:7]([N:11]2[CH2:16][C@@H:15]3[CH2:17][C@H:12]2[CH2:13][N:14]3[C:18]([O:20][C:21]([CH3:24])([CH3:23])[CH3:22])=[O:19])=[CH:6][C:5]=1[F:25])(=[O:3])[CH3:2]. (5) Given the product [CH3:1][O:2][C:3]1[CH:8]=[CH:7][CH:6]=[CH:5][C:4]=1[C:13]1[CH:18]=[C:17]([C:4]2[CH:5]=[CH:6][CH:7]=[CH:8][C:3]=2[O:2][CH3:1])[CH:16]=[C:15]([C:4]2[CH:5]=[CH:6][CH:7]=[CH:8][C:3]=2[O:2][CH3:1])[CH:14]=1, predict the reactants needed to synthesize it. The reactants are: [CH3:1][O:2][C:3]1[CH:8]=[CH:7][CH:6]=[CH:5][C:4]=1B(O)O.Br[C:13]1[CH:18]=[C:17](Br)[CH:16]=[C:15](Br)[CH:14]=1. (6) The reactants are: C([N:8]1[C@@H:13]([CH3:14])[CH2:12][O:11][C@H:10]([CH2:15][C:16]2[CH:21]=[CH:20][C:19]([F:22])=[CH:18][CH:17]=2)[CH2:9]1)C1C=CC=CC=1. Given the product [F:22][C:19]1[CH:20]=[CH:21][C:16]([CH2:15][C@H:10]2[O:11][CH2:12][C@H:13]([CH3:14])[NH:8][CH2:9]2)=[CH:17][CH:18]=1, predict the reactants needed to synthesize it. (7) Given the product [Cl:107][C:21]1[CH:22]=[CH:23][CH:24]=[CH:25][C:20]=1[C:10]1[N:9]([CH2:1][CH2:2][C:3]2[CH:4]=[CH:5][CH:6]=[CH:7][CH:8]=2)[C:18](=[O:19])[C:17]2[C:12](=[CH:13][CH:14]=[CH:15][CH:16]=2)[N:11]=1, predict the reactants needed to synthesize it. The reactants are: [CH2:1]([N:9]1[C:18](=[O:19])[C:17]2[C:12](=[CH:13][CH:14]=[CH:15][CH:16]=2)[N:11]=[C:10]1[C:20]1[CH:21]=[C:22](C)[CH:23]=[CH:24][CH:25]=1)[CH2:2][C:3]1[CH:8]=[CH:7][CH:6]=[CH:5][CH:4]=1.C(N1C(=O)C2C(=CC=CC=2)N=C1C1C=CC(C)=CC=1)CC1C=CC=CC=1.COC1C=CC(C2N(CCC3C=CC=CC=3)C(=O)C3C(=CC=CC=3)N=2)=CC=1.COC1C=C(C2N(CCC3C=CC=CC=3)C(=O)C3C(=CC=CC=3)N=2)C=CC=1.[Cl:107]C1C=CC(C2N(CCC3C=CC=CC=3)C(=O)C3C(=CC=CC=3)N=2)=CC=1.